Dataset: Reaction yield outcomes from USPTO patents with 853,638 reactions. Task: Predict the reaction yield, written as a fraction of the theoretical maximum amount of product (1.0 means a 100% yield; for example, 0.34 means a 34% yield). The reactants are [Cl:1][C:2]1[NH:3][C:4]2[C:9]([C:10]=1[CH:11]=[O:12])=[CH:8][CH:7]=[CH:6][CH:5]=2.[C:13]1([C:22]2[CH:27]=[CH:26][CH:25]=[CH:24][CH:23]=2)[CH:18]=[CH:17][C:16](B(O)O)=[CH:15][CH:14]=1. No catalyst specified. The product is [C:13]1([C:22]2[CH:23]=[CH:24][CH:25]=[CH:26][CH:27]=2)[CH:18]=[CH:17][C:16]([N:3]2[C:4]3[C:9](=[CH:8][CH:7]=[CH:6][CH:5]=3)[C:10]([CH:11]=[O:12])=[C:2]2[Cl:1])=[CH:15][CH:14]=1. The yield is 0.520.